This data is from Full USPTO retrosynthesis dataset with 1.9M reactions from patents (1976-2016). The task is: Predict the reactants needed to synthesize the given product. (1) Given the product [C:11]([N:8]1[C:4]2[N:5]=[CH:6][CH:7]=[C:2]([C:30]([OH:32])=[O:31])[C:3]=2[CH:10]=[N:9]1)([C:18]1[CH:23]=[CH:22][CH:21]=[CH:20][CH:19]=1)([C:24]1[CH:25]=[CH:26][CH:27]=[CH:28][CH:29]=1)[C:12]1[CH:17]=[CH:16][CH:15]=[CH:14][CH:13]=1, predict the reactants needed to synthesize it. The reactants are: I[C:2]1[CH:7]=[CH:6][N:5]=[C:4]2[N:8]([C:11]([C:24]3[CH:29]=[CH:28][CH:27]=[CH:26][CH:25]=3)([C:18]3[CH:23]=[CH:22][CH:21]=[CH:20][CH:19]=3)[C:12]3[CH:17]=[CH:16][CH:15]=[CH:14][CH:13]=3)[N:9]=[CH:10][C:3]=12.[C:30](=[O:32])=[O:31].[Cl-].[NH4+]. (2) Given the product [CH2:1]([O:15][C:16]1[O:20][C:19]([C:21]([O:23][CH2:24][CH2:25][N:28]([CH3:29])[CH3:27])=[O:22])=[CH:18][CH:17]=1)[CH2:2][CH2:3][CH2:4][CH2:5][CH2:6][CH2:7][CH2:8][CH2:9][CH2:10][CH2:11][CH2:12][CH2:13][CH3:14], predict the reactants needed to synthesize it. The reactants are: [CH2:1]([O:15][C:16]1[O:20][C:19]([C:21]([O:23][CH2:24][CH2:25]Br)=[O:22])=[CH:18][CH:17]=1)[CH2:2][CH2:3][CH2:4][CH2:5][CH2:6][CH2:7][CH2:8][CH2:9][CH2:10][CH2:11][CH2:12][CH2:13][CH3:14].[CH3:27][NH:28][CH3:29]. (3) Given the product [C:31]([NH:30][C:29]1[C:28]2[N:27]=[CH:26][N:25]([C:42]=2[N:41]=[CH:40][N:39]=1)[C@@H:23]1[O:24][C@H:20]([CH2:19][OH:18])[C@@H:21]([OH:50])[C@H:22]1[O:43][CH2:44][CH2:45][O:46][N:47]([CH3:49])[CH3:48])(=[O:38])[C:32]1[CH:33]=[CH:34][CH:35]=[CH:36][CH:37]=1, predict the reactants needed to synthesize it. The reactants are: [Si]([O:18][CH2:19][C@H:20]1[O:24][C@@H:23]([N:25]2[C:42]3[N:41]=[CH:40][N:39]=[C:29]([NH:30][C:31](=[O:38])[C:32]4[CH:37]=[CH:36][CH:35]=[CH:34][CH:33]=4)[C:28]=3[N:27]=[CH:26]2)[C@H:22]([O:43][CH2:44][CH2:45][O:46][N:47]([CH3:49])[CH3:48])[C@@H:21]1[OH:50])(C(C)(C)C)(C1C=CC=CC=1)C1C=CC=CC=1. (4) Given the product [Br:10][C:6]1[CH:7]=[CH:8][C:3]([O:2][CH3:1])=[CH:4][C:5]=1[OH:9], predict the reactants needed to synthesize it. The reactants are: [CH3:1][O:2][C:3]1[CH:4]=[C:5]([OH:9])[CH:6]=[CH:7][CH:8]=1.[Br:10]Br.[O-]S([O-])(=S)=O.[Na+].[Na+].